This data is from Catalyst prediction with 721,799 reactions and 888 catalyst types from USPTO. The task is: Predict which catalyst facilitates the given reaction. Reactant: [C:1](=[N:4][C:5]1[C:10]([CH2:11][CH3:12])=[CH:9][C:8]([CH2:13][C:14]2[CH:19]=[C:18]([CH2:20][CH3:21])[C:17]([N:22]=[C:23]([CH3:25])[CH3:24])=[C:16]([CH2:26][CH3:27])[CH:15]=2)=[CH:7][C:6]=1[CH2:28][CH3:29])([CH3:3])[CH3:2].C(O)C. Product: [CH:23]([NH:22][C:17]1[C:16]([CH2:26][CH3:27])=[CH:15][C:14]([CH2:13][C:8]2[CH:7]=[C:6]([CH2:28][CH3:29])[C:5]([NH:4][CH:1]([CH3:3])[CH3:2])=[C:10]([CH2:11][CH3:12])[CH:9]=2)=[CH:19][C:18]=1[CH2:20][CH3:21])([CH3:24])[CH3:25]. The catalyst class is: 612.